From a dataset of NCI-60 drug combinations with 297,098 pairs across 59 cell lines. Regression. Given two drug SMILES strings and cell line genomic features, predict the synergy score measuring deviation from expected non-interaction effect. (1) Drug 1: C(CC(=O)O)C(=O)CN.Cl. Drug 2: CC1=C(C(=O)C2=C(C1=O)N3CC4C(C3(C2COC(=O)N)OC)N4)N. Cell line: EKVX. Synergy scores: CSS=17.9, Synergy_ZIP=-5.93, Synergy_Bliss=-2.25, Synergy_Loewe=0.104, Synergy_HSA=0.993. (2) Drug 1: C1CC(=O)NC(=O)C1N2CC3=C(C2=O)C=CC=C3N. Drug 2: CC1C(C(CC(O1)OC2CC(CC3=C2C(=C4C(=C3O)C(=O)C5=C(C4=O)C(=CC=C5)OC)O)(C(=O)C)O)N)O.Cl. Cell line: NCI-H522. Synergy scores: CSS=15.4, Synergy_ZIP=-4.18, Synergy_Bliss=3.47, Synergy_Loewe=4.57, Synergy_HSA=4.75. (3) Drug 1: CCCS(=O)(=O)NC1=C(C(=C(C=C1)F)C(=O)C2=CNC3=C2C=C(C=N3)C4=CC=C(C=C4)Cl)F. Drug 2: C1=NC2=C(N=C(N=C2N1C3C(C(C(O3)CO)O)O)F)N. Cell line: OVCAR-8. Synergy scores: CSS=21.0, Synergy_ZIP=-7.75, Synergy_Bliss=-7.11, Synergy_Loewe=-29.9, Synergy_HSA=-8.78. (4) Drug 1: C1CCN(CC1)CCOC2=CC=C(C=C2)C(=O)C3=C(SC4=C3C=CC(=C4)O)C5=CC=C(C=C5)O. Drug 2: CC1=C(C(=CC=C1)Cl)NC(=O)C2=CN=C(S2)NC3=CC(=NC(=N3)C)N4CCN(CC4)CCO. Cell line: DU-145. Synergy scores: CSS=40.9, Synergy_ZIP=17.6, Synergy_Bliss=21.3, Synergy_Loewe=9.24, Synergy_HSA=13.8. (5) Drug 1: CC1=CC2C(CCC3(C2CCC3(C(=O)C)OC(=O)C)C)C4(C1=CC(=O)CC4)C. Drug 2: C#CCC(CC1=CN=C2C(=N1)C(=NC(=N2)N)N)C3=CC=C(C=C3)C(=O)NC(CCC(=O)O)C(=O)O. Cell line: SK-OV-3. Synergy scores: CSS=1.78, Synergy_ZIP=-1.59, Synergy_Bliss=-0.0836, Synergy_Loewe=-3.37, Synergy_HSA=-1.06. (6) Drug 1: C1=CC(=CC=C1CCC2=CNC3=C2C(=O)NC(=N3)N)C(=O)NC(CCC(=O)O)C(=O)O. Drug 2: CC(C1=C(C=CC(=C1Cl)F)Cl)OC2=C(N=CC(=C2)C3=CN(N=C3)C4CCNCC4)N. Cell line: MDA-MB-231. Synergy scores: CSS=10.8, Synergy_ZIP=-7.91, Synergy_Bliss=-5.83, Synergy_Loewe=-9.79, Synergy_HSA=-4.54. (7) Drug 1: CC12CCC3C(C1CCC2=O)CC(=C)C4=CC(=O)C=CC34C. Drug 2: CCN(CC)CCNC(=O)C1=C(NC(=C1C)C=C2C3=C(C=CC(=C3)F)NC2=O)C. Cell line: PC-3. Synergy scores: CSS=41.9, Synergy_ZIP=-0.636, Synergy_Bliss=-1.41, Synergy_Loewe=-1.15, Synergy_HSA=-1.53. (8) Drug 1: CN(CC1=CN=C2C(=N1)C(=NC(=N2)N)N)C3=CC=C(C=C3)C(=O)NC(CCC(=O)O)C(=O)O. Drug 2: CS(=O)(=O)OCCCCOS(=O)(=O)C. Cell line: HOP-92. Synergy scores: CSS=9.52, Synergy_ZIP=-0.503, Synergy_Bliss=2.93, Synergy_Loewe=-7.35, Synergy_HSA=-1.07. (9) Drug 1: CNC(=O)C1=NC=CC(=C1)OC2=CC=C(C=C2)NC(=O)NC3=CC(=C(C=C3)Cl)C(F)(F)F. Drug 2: C1=NNC2=C1C(=O)NC=N2. Cell line: UACC62. Synergy scores: CSS=4.04, Synergy_ZIP=-3.73, Synergy_Bliss=-5.08, Synergy_Loewe=-0.955, Synergy_HSA=-1.68. (10) Drug 1: CCCS(=O)(=O)NC1=C(C(=C(C=C1)F)C(=O)C2=CNC3=C2C=C(C=N3)C4=CC=C(C=C4)Cl)F. Drug 2: C1=CC(=CC=C1CCC2=CNC3=C2C(=O)NC(=N3)N)C(=O)NC(CCC(=O)O)C(=O)O. Cell line: NCIH23. Synergy scores: CSS=1.06, Synergy_ZIP=1.47, Synergy_Bliss=6.74, Synergy_Loewe=0.925, Synergy_HSA=3.05.